Dataset: Reaction yield outcomes from USPTO patents with 853,638 reactions. Task: Predict the reaction yield, written as a fraction of the theoretical maximum amount of product (1.0 means a 100% yield; for example, 0.34 means a 34% yield). (1) The reactants are C([O:8][CH2:9][CH2:10][O:11][C:12]1[N:17]=[CH:16][C:15]2[NH:18]/[C:19](=[N:32]\[C:33](=[O:41])[C:34]3[CH:39]=[CH:38][CH:37]=[C:36]([F:40])[CH:35]=3)/[N:20]([C@@H:21]3[CH2:26][CH2:25][C@H:24]([C:27]([O:29][CH2:30][CH3:31])=[O:28])[CH2:23][CH2:22]3)[C:14]=2[CH:13]=1)C1C=CC=CC=1.Cl. The catalyst is CCO.[Pd]. The product is [F:40][C:36]1[CH:35]=[C:34]([CH:39]=[CH:38][CH:37]=1)[C:33](/[N:32]=[C:19]1/[N:20]([C@@H:21]2[CH2:22][CH2:23][C@H:24]([C:27]([O:29][CH2:30][CH3:31])=[O:28])[CH2:25][CH2:26]2)[C:14]2[CH:13]=[C:12]([O:11][CH2:10][CH2:9][OH:8])[N:17]=[CH:16][C:15]=2[NH:18]/1)=[O:41]. The yield is 1.00. (2) The reactants are [CH3:1]CN=C=NCCCN(C)C.Cl.C(N(CC)CC)C.[NH2:20][CH2:21][C:22]1[CH:37]=[CH:36][CH:35]=[CH:34][C:23]=1[O:24][CH2:25][CH2:26][CH2:27][CH2:28][CH2:29][C:30]([O:32][CH3:33])=[O:31].[O:38]1[CH:42]=[CH:41][CH:40]=[C:39]1[C:43]1[CH:51]=[CH:50][C:46]([C:47](O)=[O:48])=[CH:45][CH:44]=1.C1C=CC2N(O)N=NC=2C=1. The catalyst is CN(C)C=O. The product is [O:38]1[CH:42]=[CH:41][CH:40]=[C:39]1[C:43]1[CH:51]=[CH:50][C:46]([C:47]([NH:20][CH2:21][C:22]2[CH:37]=[CH:36][CH:35]=[CH:34][C:23]=2[O:24][CH2:25][CH2:26][CH2:27][CH2:28][CH2:29][C:30]([O:32][CH2:33][CH3:1])=[O:31])=[O:48])=[CH:45][CH:44]=1. The yield is 0.507. (3) The reactants are [Cl:1][C:2]1[N:7]=[C:6](Cl)[CH:5]=[C:4]([CH2:9][CH3:10])[N:3]=1.[NH2:11][C:12]1[CH:16]=[C:15]([CH3:17])[NH:14][N:13]=1.C(=O)([O-])[O-].[Na+].[Na+]. The catalyst is C(O)C. The product is [Cl:1][C:2]1[N:7]=[C:6]([NH:11][C:12]2[CH:16]=[C:15]([CH3:17])[NH:14][N:13]=2)[CH:5]=[C:4]([CH2:9][CH3:10])[N:3]=1. The yield is 0.120.